This data is from Forward reaction prediction with 1.9M reactions from USPTO patents (1976-2016). The task is: Predict the product of the given reaction. (1) Given the reactants Cl[C:2]1[N:7]=[N:6][C:5]([C:8]([NH2:10])=[O:9])=[C:4]([NH:11][C:12]2[CH:17]=[CH:16][C:15]([CH3:18])=[C:14]([CH3:19])[N:13]=2)[CH:3]=1.CC(O)=[O:22].C([O-])(=O)C.[Na+].O, predict the reaction product. The product is: [CH3:18][C:15]1[CH:16]=[CH:17][C:12]([NH:11][C:4]2[C:5]([C:8]([NH2:10])=[O:9])=[N:6][NH:7][C:2](=[O:22])[CH:3]=2)=[N:13][C:14]=1[CH3:19]. (2) Given the reactants [C:1]([O:5][CH2:6][CH2:7][N:8]1[C:16]2[C:11](=[CH:12][CH:13]=[C:14]([F:17])[CH:15]=2)[C:10]([C:18](=[O:27])[CH:19](Cl)[C:20]2[CH:25]=[CH:24][CH:23]=[CH:22][CH:21]=2)=[CH:9]1)([CH3:4])([CH3:3])[CH3:2].[CH3:28][O:29][C:30]1[CH:35]=[CH:34][CH:33]=[C:32]([NH2:36])[CH:31]=1, predict the reaction product. The product is: [C:1]([O:5][CH2:6][CH2:7][N:8]1[C:16]2[C:11](=[CH:12][CH:13]=[C:14]([F:17])[CH:15]=2)[C:10]([C:18](=[O:27])[CH:19]([NH:36][C:32]2[CH:33]=[CH:34][CH:35]=[C:30]([O:29][CH3:28])[CH:31]=2)[C:20]2[CH:25]=[CH:24][CH:23]=[CH:22][CH:21]=2)=[CH:9]1)([CH3:4])([CH3:3])[CH3:2]. (3) Given the reactants [CH:1]1([CH2:4][O:5][C:6]2[N:11]=[C:10]([C:12]([N:14]3[CH2:18][CH2:17][CH2:16][CH:15]3[C:19](O)=[O:20])=[O:13])[CH:9]=[CH:8][C:7]=2[N:22]2[CH2:25][C:24]([F:27])([F:26])[CH2:23]2)[CH2:3][CH2:2]1.C(N1C=CN=C1)([N:30]1C=CN=C1)=O, predict the reaction product. The product is: [CH:1]1([CH2:4][O:5][C:6]2[N:11]=[C:10]([C:12]([N:14]3[CH2:18][CH2:17][CH2:16][CH:15]3[C:19]([NH2:30])=[O:20])=[O:13])[CH:9]=[CH:8][C:7]=2[N:22]2[CH2:23][C:24]([F:27])([F:26])[CH2:25]2)[CH2:3][CH2:2]1.